From a dataset of Full USPTO retrosynthesis dataset with 1.9M reactions from patents (1976-2016). Predict the reactants needed to synthesize the given product. (1) Given the product [Cl:1][C:2]1[CH:7]=[CH:6][CH:5]=[C:4]2[C:3]=1[CH:8]=[C:9]1[CH2:10][CH2:11][CH2:12][C:13]1=[C:14]2[C:15](=[O:17])[CH3:16], predict the reactants needed to synthesize it. The reactants are: [Cl:1][C:2]1[CH:7]=[CH:6][CH:5]=[CH:4][C:3]=1[CH:8]=[CH:9][CH2:10][CH2:11][CH2:12][C:13]#[C:14][C:15](=[O:17])[CH3:16]. (2) Given the product [NH2:5][CH2:6][CH2:7][C:8]1[N:13]=[C:12]([NH:14][C:15]([NH:17][C:18]2[N:19]=[C:20]([C:23]3[CH:24]=[CH:25][N:26]=[CH:27][CH:28]=3)[S:21][CH:22]=2)=[O:16])[CH:11]=[CH:10][CH:9]=1, predict the reactants needed to synthesize it. The reactants are: C1(=O)[N:5]([CH2:6][CH2:7][C:8]2[N:13]=[C:12]([NH:14][C:15]([NH:17][C:18]3[N:19]=[C:20]([C:23]4[CH:28]=[CH:27][N:26]=[CH:25][CH:24]=4)[S:21][CH:22]=3)=[O:16])[CH:11]=[CH:10][CH:9]=2)C(=O)C2=CC=CC=C12.CCO.O.NN. (3) Given the product [F:1][C:2]1[CH:7]=[C:6]([F:8])[CH:5]=[CH:4][C:3]=1[C:9]1[CH:10]=[N:11][CH:12]=[C:13]([N:15]2[CH2:16][CH2:17][NH:18][CH2:19][CH2:20]2)[N:14]=1, predict the reactants needed to synthesize it. The reactants are: [F:1][C:2]1[CH:7]=[C:6]([F:8])[CH:5]=[CH:4][C:3]=1[C:9]1[N:14]=[C:13]([N:15]2[CH2:20][CH2:19][N:18](C(OC(C)(C)C)=O)[CH2:17][CH2:16]2)[CH:12]=[N:11][CH:10]=1.C(OCC)(=O)C.Cl. (4) Given the product [ClH:57].[ClH:57].[F:84][C:79]1[CH:78]=[C:77]([CH:82]=[C:81]([F:83])[CH:80]=1)[CH2:76][C@H:60]([NH:59][C:10](=[O:11])[C:9]1[CH:13]=[C:14]([C:16]2[S:17][CH:18]=[CH:19][N:20]=2)[CH:15]=[C:7]([C:5]([N:4]([CH2:21][CH2:22][CH3:23])[CH2:1][CH2:2][CH3:3])=[O:6])[CH:8]=1)[C@H:61]([OH:75])[CH2:62][NH:63][CH2:64][C:65]1[CH:70]=[CH:69][CH:68]=[C:67]([C:71]([F:72])([F:73])[F:74])[CH:66]=1, predict the reactants needed to synthesize it. The reactants are: [CH2:1]([N:4]([CH2:21][CH2:22][CH3:23])[C:5]([C:7]1[CH:8]=[C:9]([CH:13]=[C:14]([C:16]2[S:17][CH:18]=[CH:19][N:20]=2)[CH:15]=1)[C:10](O)=[O:11])=[O:6])[CH2:2][CH3:3].C(N(C(C)C)CC)(C)C.CN(C(ON1N=NC2C=CC=NC1=2)=[N+](C)C)C.F[P-](F)(F)(F)(F)F.[ClH:57].Cl.[NH2:59][C@@H:60]([CH2:76][C:77]1[CH:82]=[C:81]([F:83])[CH:80]=[C:79]([F:84])[CH:78]=1)[C@H:61]([OH:75])[CH2:62][NH:63][CH2:64][C:65]1[CH:70]=[CH:69][CH:68]=[C:67]([C:71]([F:74])([F:73])[F:72])[CH:66]=1. (5) Given the product [CH2:16]([O:18][C:19]([C:21]1[CH:25]=[C:24]([C:26]2[CH:31]=[CH:30][C:29]([O:6][S:3]([C:2]([F:15])([F:14])[F:1])(=[O:5])=[O:4])=[CH:28][N:27]=2)[N:23]([C:33]2[CH:34]=[N:35][C:36]([CH3:39])=[CH:37][CH:38]=2)[N:22]=1)=[O:20])[CH3:17], predict the reactants needed to synthesize it. The reactants are: [F:1][C:2]([F:15])([F:14])[S:3]([O:6]S(C(F)(F)F)(=O)=O)(=[O:5])=[O:4].[CH2:16]([O:18][C:19]([C:21]1[CH:25]=[C:24]([C:26]2[CH:31]=[CH:30][C:29](O)=[CH:28][N:27]=2)[N:23]([C:33]2[CH:34]=[N:35][C:36]([CH3:39])=[CH:37][CH:38]=2)[N:22]=1)=[O:20])[CH3:17].O.C(Cl)(Cl)Cl. (6) Given the product [CH2:9]1[C:10]2[O:16][C:15]3[CH:17]=[C:18]([S:21]([C:24]4[CH:25]=[C:26]([OH:30])[CH:27]=[CH:28][CH:29]=4)(=[O:22])=[O:23])[CH:19]=[CH:20][C:14]=3[C:11]=2[CH2:12][CH2:13][NH:8]1, predict the reactants needed to synthesize it. The reactants are: C(OC([N:8]1[CH2:13][CH2:12][C:11]2[C:14]3[CH:20]=[CH:19][C:18]([S:21]([C:24]4[CH:29]=[CH:28][CH:27]=[C:26]([O:30]CC5C=CC=CC=5)[CH:25]=4)(=[O:23])=[O:22])=[CH:17][C:15]=3[O:16][C:10]=2[CH2:9]1)=O)(C)(C)C. (7) Given the product [CH2:25]([CH:22]1[CH2:21][CH2:20][CH:19]([CH:18]=[CH:17][C:14]2[CH:13]=[CH:12][C:11]([C@H:8]3[CH2:7][CH2:6][C@H:5]([CH:3]=[O:2])[CH2:10][CH2:9]3)=[CH:16][CH:15]=2)[CH2:24][CH2:23]1)[CH2:26][CH2:27][CH2:28][CH3:29], predict the reactants needed to synthesize it. The reactants are: C[O:2][C:3]([CH:5]1[CH2:10][CH2:9][CH:8]([C:11]2[CH:16]=[CH:15][C:14]([CH:17]=[CH:18][CH:19]3[CH2:24][CH2:23][CH:22]([CH2:25][CH2:26][CH2:27][CH2:28][CH3:29])[CH2:21][CH2:20]3)=[CH:13][CH:12]=2)[CH2:7][CH2:6]1)=O.COCCO[AlH2-]OCCOC.[Na+].O.Cl. (8) Given the product [Cl:1][C:2]1[CH:3]=[C:4]([CH2:5][OH:7])[C:9]2[CH:23]=[C:14]([CH3:15])[O:12][C:10]=2[CH:11]=1, predict the reactants needed to synthesize it. The reactants are: [Cl:1][C:2]1[CH:3]=[C:4]([CH:9]=[C:10]([OH:12])[CH:11]=1)[C:5]([O:7]C)=O.O[C:14]1[CH:15]=C(C=C[CH:23]=1)C(OC)=O. (9) Given the product [CH3:1][C@:2]12[C@@H:5]3[CH2:69][CH2:70][C@H:71]4[C:66]([CH2:67][C@@:68]3([CH2:72]4)[CH2:22][CH2:17][C@@H:18]1[C@@:19]([C:62]([OH:63])=[O:123])([CH3:20])[CH2:10][CH2:9][CH2:3]2)=[CH2:65], predict the reactants needed to synthesize it. The reactants are: [CH2:1](O)[C:2](N)([CH2:5]O)[CH2:3]O.[CH2:9](S)[C@@H:10](O)[C@H](O)CS.[CH:17]1[CH:22]=[N+]([C@H]2O[C@@H](COP(OP(OC[C@H]3O[C@@H](N4C5N=CN=C(N)C=5N=C4)[C@H](OP(O)(O)=O)[C@@H]3O)(O)=O)([O-])=O)[C@H](O)[C@@H]2O)[CH:20]=[C:19]([C:62](N)=[O:63])[CH:18]=1.[CH3:65][C:66]1[C:71]([CH3:72])=[CH:70][C:69]2N(C[C@H](O)[C@H](O)[C@H](O)COP(OP(OC[C@H]3O[C@@H](N4C5N=CN=C(N)C=5N=C4)[C@H](O)[C@@H]3O)(O)=O)(O)=O)C3C(=N[C:68]=2[CH:67]=1)C(=O)NC(=O)N=3.C(N(CC(O)=O)CC(O)=O)CN(CC(O)=O)CC(O)=[O:123].C1(CS(F)(=O)=O)C=CC=CC=1. (10) Given the product [CH2:17]([O:21][C:22]1[CH:23]=[C:24]2[C:25](=[CH:29][CH:30]=1)[C:26](=[O:27])[N:16]([C:13]1[CH:14]=[CH:15][C:10]([N:7]3[CH2:8][CH2:9][C:5]4([O:4][CH2:3][CH2:2][O:1]4)[CH2:6]3)=[CH:11][CH:12]=1)[CH2:32][CH2:31]2)[CH2:18][CH2:19][CH3:20], predict the reactants needed to synthesize it. The reactants are: [O:1]1[C:5]2([CH2:9][CH2:8][N:7]([C:10]3[CH:15]=[CH:14][C:13]([NH2:16])=[CH:12][CH:11]=3)[CH2:6]2)[O:4][CH2:3][CH2:2]1.[CH2:17]([O:21][C:22]1[CH:30]=[CH:29][C:25]([C:26](Cl)=[O:27])=[C:24]([CH2:31][CH2:32]Cl)[CH:23]=1)[CH2:18][CH2:19][CH3:20].